This data is from Forward reaction prediction with 1.9M reactions from USPTO patents (1976-2016). The task is: Predict the product of the given reaction. (1) Given the reactants [CH3:1][O:2][C:3](=[O:29])[C:4]1[CH:9]=[CH:8][CH:7]=[C:6]([S:10][C:11]2[C:19]3[C:14](=[CH:15][C:16](Br)=[CH:17][CH:18]=3)[N:13]([CH2:21][C:22]3[CH:27]=[CH:26][CH:25]=[CH:24][CH:23]=3)[C:12]=2[CH3:28])[CH:5]=1.[C:30]1(B(O)O)[CH:35]=[CH:34][CH:33]=[CH:32][CH:31]=1.C([O-])(O)=O.[Na+], predict the reaction product. The product is: [CH3:1][O:2][C:3](=[O:29])[C:4]1[CH:9]=[CH:8][CH:7]=[C:6]([S:10][C:11]2[C:19]3[C:14](=[CH:15][C:16]([C:30]4[CH:35]=[CH:34][CH:33]=[CH:32][CH:31]=4)=[CH:17][CH:18]=3)[N:13]([CH2:21][C:22]3[CH:27]=[CH:26][CH:25]=[CH:24][CH:23]=3)[C:12]=2[CH3:28])[CH:5]=1. (2) Given the reactants [Cl:1][C:2]1[CH:28]=[CH:27][CH:26]=[C:25]([Cl:29])[C:3]=1[CH2:4][N:5]1[C:10](=[O:11])[CH2:9][NH:8][C:7]2[N:12]=[CH:13][C:14]([C:16]3[CH:24]=[CH:23][C:19]([C:20]([OH:22])=O)=[CH:18][CH:17]=3)=[CH:15][C:6]1=2.[N:30]1([CH2:35][CH2:36][NH2:37])[CH2:34][CH2:33][CH2:32][CH2:31]1, predict the reaction product. The product is: [Cl:1][C:2]1[CH:28]=[CH:27][CH:26]=[C:25]([Cl:29])[C:3]=1[CH2:4][N:5]1[C:10](=[O:11])[CH2:9][NH:8][C:7]2[N:12]=[CH:13][C:14]([C:16]3[CH:24]=[CH:23][C:19]([C:20]([NH:37][CH2:36][CH2:35][N:30]4[CH2:34][CH2:33][CH2:32][CH2:31]4)=[O:22])=[CH:18][CH:17]=3)=[CH:15][C:6]1=2.